From a dataset of Catalyst prediction with 721,799 reactions and 888 catalyst types from USPTO. Predict which catalyst facilitates the given reaction. Reactant: [CH3:1][C:2]1[S:22][C:5]2=[N:6][C:7]([O:11][C:12]3[CH:17]=[CH:16][CH:15]=[C:14]([C:18]([F:21])([F:20])[F:19])[CH:13]=3)=[CH:8][C:9](=[O:10])[N:4]2[CH:3]=1.C([Li])CCC.[Br:28]N1C(=O)CCC1=O. Product: [Br:28][C:3]1[N:4]2[C:9](=[O:10])[CH:8]=[C:7]([O:11][C:12]3[CH:17]=[CH:16][CH:15]=[C:14]([C:18]([F:21])([F:19])[F:20])[CH:13]=3)[N:6]=[C:5]2[S:22][C:2]=1[CH3:1]. The catalyst class is: 7.